Task: Predict which catalyst facilitates the given reaction.. Dataset: Catalyst prediction with 721,799 reactions and 888 catalyst types from USPTO (1) Reactant: [CH3:1][C:2]1([CH3:35])[N:6]([CH2:7][C:8]2[CH:13]=[CH:12][N:11]=[C:10]([NH:14]C(=O)N(C)C)[N:9]=2)[C:5](=[O:20])[N:4]([C:21]2[CH:26]=[CH:25][C:24]([S:27]([C:30]([F:33])([F:32])[F:31])(=[O:29])=[O:28])=[CH:23][CH:22]=2)[C:3]1=[O:34].N. Product: [NH2:14][C:10]1[N:9]=[C:8]([CH2:7][N:6]2[C:2]([CH3:35])([CH3:1])[C:3](=[O:34])[N:4]([C:21]3[CH:22]=[CH:23][C:24]([S:27]([C:30]([F:31])([F:32])[F:33])(=[O:28])=[O:29])=[CH:25][CH:26]=3)[C:5]2=[O:20])[CH:13]=[CH:12][N:11]=1. The catalyst class is: 12. (2) Reactant: [NH:1]1[C:9]2[C:4](=[CH:5][C:6]([C:10]([OH:12])=[O:11])=[CH:7][CH:8]=2)[CH:3]=[CH:2]1.[I:13]I.[OH-].[K+].S(=O)(O)[O-].[Na+].Cl. Product: [I:13][C:3]1[C:4]2[C:9](=[CH:8][CH:7]=[C:6]([C:10]([OH:12])=[O:11])[CH:5]=2)[NH:1][CH:2]=1. The catalyst class is: 18. (3) Reactant: Cl[C:2]1[N:7]=[C:6]([NH:8][C:9]2[CH:21]=[CH:20][C:12]3[CH2:13][CH2:14][N:15]([CH2:18][CH3:19])[CH2:16][CH2:17][C:11]=3[CH:10]=2)[C:5]([Cl:22])=[CH:4][N:3]=1.[CH2:23]([N:25]1[CH2:31][CH2:30][C:29]2[CH:32]=[C:33](N)[CH:34]=[CH:35][C:28]=2[CH2:27][CH2:26]1)[CH3:24].[C:37]12(CS(O)(=O)=O)C(C)(C)C(CC1)CC2=O. Product: [Cl:22][C:5]1[C:6]([NH:8][C:9]2[CH:21]=[CH:20][C:12]3[CH2:13][CH2:14][N:15]([CH2:18][CH3:19])[CH2:16][CH2:17][C:11]=3[CH:10]=2)=[CH:37][C:2]([NH:7][C:33]2[CH:34]=[CH:35][C:28]3[CH2:27][CH2:26][N:25]([CH2:23][CH3:24])[CH2:31][CH2:30][C:29]=3[CH:32]=2)=[N:3][CH:4]=1. The catalyst class is: 32. (4) Reactant: Cl[C:2]1[CH:7]=[C:6]([Cl:8])[N:5]=[C:4]([S:9][C:10]2[CH:15]=[CH:14][C:13]([NH:16][C:17](=[O:23])[CH2:18][C:19]([F:22])([F:21])[F:20])=[CH:12][CH:11]=2)[N:3]=1.[S:24]1[C:28]([NH2:29])=[N:27][CH:26]=[N:25]1.CC1(C)C2C(=C(P(C3C=CC=CC=3)C3C=CC=CC=3)C=CC=2)OC2C(P(C3C=CC=CC=3)C3C=CC=CC=3)=CC=CC1=2.C([O-])([O-])=O.[Na+].[Na+]. Product: [S:24]1[C:28]([NH:29][C:2]2[CH:7]=[C:6]([Cl:8])[N:5]=[C:4]([S:9][C:10]3[CH:15]=[CH:14][C:13]([NH:16][C:17](=[O:23])[CH2:18][C:19]([F:22])([F:21])[F:20])=[CH:12][CH:11]=3)[N:3]=2)=[N:27][CH:26]=[N:25]1. The catalyst class is: 110. (5) Reactant: [F:1][C:2]1[C:3]([O:28]CC2C=CC=CC=2)=[C:4]([C:8]2[N:13]([CH2:14][CH2:15][C:16]3[CH:21]=[CH:20][CH:19]=[CH:18][CH:17]=3)[C:12](=[O:22])[C:11]([CH2:23][CH:24]([CH3:26])[CH3:25])=[C:10]([CH3:27])[N:9]=2)[CH:5]=[CH:6][CH:7]=1.B(Br)(Br)Br. Product: [F:1][C:2]1[C:3]([OH:28])=[C:4]([C:8]2[N:13]([CH2:14][CH2:15][C:16]3[CH:17]=[CH:18][CH:19]=[CH:20][CH:21]=3)[C:12](=[O:22])[C:11]([CH2:23][CH:24]([CH3:25])[CH3:26])=[C:10]([CH3:27])[N:9]=2)[CH:5]=[CH:6][CH:7]=1. The catalyst class is: 5. (6) Reactant: C([O:8][C:9]1[CH:18]=[C:17]([O:19]CC2C=CC=CC=2)[C:16]([CH:27]2[CH2:29][CH2:28]2)=[C:15]2[C:10]=1[C:11](=[O:38])[CH:12]=[C:13]([C:30]1[CH:35]=[CH:34][C:33]([O:36]C)=[CH:32][CH:31]=1)[O:14]2)C1C=CC=CC=1.B(Br)(Br)Br.CO.C(=O)([O-])O.[Na+]. Product: [CH:27]1([C:16]2[C:17]([OH:19])=[CH:18][C:9]([OH:8])=[C:10]3[C:15]=2[O:14][C:13]([C:30]2[CH:35]=[CH:34][C:33]([OH:36])=[CH:32][CH:31]=2)=[CH:12][C:11]3=[O:38])[CH2:29][CH2:28]1. The catalyst class is: 4.